This data is from Full USPTO retrosynthesis dataset with 1.9M reactions from patents (1976-2016). The task is: Predict the reactants needed to synthesize the given product. (1) Given the product [Br:1][C:2]1[CH:3]=[C:4]([C:5](=[O:7])[CH2:13][P:14](=[O:19])([O:17][CH3:18])[O:15][CH3:16])[CH:9]=[C:10]([F:12])[CH:11]=1, predict the reactants needed to synthesize it. The reactants are: [Br:1][C:2]1[CH:3]=[C:4]([CH:9]=[C:10]([F:12])[CH:11]=1)[C:5]([O:7]C)=O.[CH3:13][P:14](=[O:19])([O:17][CH3:18])[O:15][CH3:16].[Li+].C[Si]([N-][Si](C)(C)C)(C)C.Cl. (2) Given the product [NH2:17][CH:16]([CH2:21][C:22]1[CH:27]=[CH:26][CH:25]=[C:24]([O:28][C:29]([F:34])([F:33])[CH:30]([F:32])[F:31])[CH:23]=1)[CH:15]([C:12]1[CH:13]=[CH:14][C:9]([O:8][C:5]2[CH:6]=[CH:7][C:2]([Cl:1])=[C:3]([CH2:35][CH3:36])[CH:4]=2)=[CH:10][CH:11]=1)[OH:19], predict the reactants needed to synthesize it. The reactants are: [Cl:1][C:2]1[CH:7]=[CH:6][C:5]([O:8][C:9]2[CH:14]=[CH:13][C:12]([CH:15]3[O:19]C(=O)[NH:17][CH:16]3[CH2:21][C:22]3[CH:27]=[CH:26][CH:25]=[C:24]([O:28][C:29]([F:34])([F:33])[CH:30]([F:32])[F:31])[CH:23]=3)=[CH:11][CH:10]=2)=[CH:4][C:3]=1[CH2:35][CH3:36].[OH-].[Na+]. (3) The reactants are: Cl.[CH3:2][N:3]1[C:7]([C@@H:8]2[CH2:13][CH2:12][CH2:11][N:10](C(OC(C)(C)C)=O)[CH2:9]2)=[N:6][C:5]([C:21]2[CH:22]=[C:23]3[C:27](=[CH:28][CH:29]=2)[NH:26][N:25]=[C:24]3[C:30]2[CH:35]=[CH:34][N:33]=[CH:32][CH:31]=2)=[N:4]1. Given the product [CH3:2][N:3]1[C:7]([C@@H:8]2[CH2:13][CH2:12][CH2:11][NH:10][CH2:9]2)=[N:6][C:5]([C:21]2[CH:22]=[C:23]3[C:27](=[CH:28][CH:29]=2)[NH:26][N:25]=[C:24]3[C:30]2[CH:31]=[CH:32][N:33]=[CH:34][CH:35]=2)=[N:4]1, predict the reactants needed to synthesize it. (4) Given the product [C:28]([OH:40])(=[O:39])[CH2:29][C:30]([CH2:35][C:36]([OH:38])=[O:37])([C:32]([OH:34])=[O:33])[OH:31].[N:1]1[CH:6]=[CH:5][CH:4]=[CH:3][C:2]=1[O:7][CH2:8][C:9]1[CH:27]=[CH:26][C:12]([CH2:13][C:14]2[CH:18]=[C:17]([C:19]3[C:20]([NH2:25])=[N:21][CH:22]=[CH:23][CH:24]=3)[O:16][N:15]=2)=[CH:11][CH:10]=1, predict the reactants needed to synthesize it. The reactants are: [N:1]1[CH:6]=[CH:5][CH:4]=[CH:3][C:2]=1[O:7][CH2:8][C:9]1[CH:27]=[CH:26][C:12]([CH2:13][C:14]2[CH:18]=[C:17]([C:19]3[C:20]([NH2:25])=[N:21][CH:22]=[CH:23][CH:24]=3)[O:16][N:15]=2)=[CH:11][CH:10]=1.[C:28]([OH:40])(=[O:39])[CH2:29][C:30]([CH2:35][C:36]([OH:38])=[O:37])([C:32]([OH:34])=[O:33])[OH:31].CO. (5) Given the product [CH2:17]([O:19][C:20](=[O:39])[C:21]([N:23]([CH2:24][C:25]1[CH:26]=[CH:27][CH:28]=[CH:29][CH:30]=1)[CH2:31][C:32]1[CH:37]=[CH:36][C:35]([NH:38][C:12](=[O:13])[C:11]2[CH:15]=[CH:16][C:8]([O:7][CH2:1][CH2:2][CH2:3][CH2:4][CH2:5][CH3:6])=[CH:9][CH:10]=2)=[CH:34][CH:33]=1)=[O:22])[CH3:18], predict the reactants needed to synthesize it. The reactants are: [CH2:1]([O:7][C:8]1[CH:16]=[CH:15][C:11]([C:12](Cl)=[O:13])=[CH:10][CH:9]=1)[CH2:2][CH2:3][CH2:4][CH2:5][CH3:6].[CH2:17]([O:19][C:20](=[O:39])[C:21]([N:23]([CH2:31][C:32]1[CH:37]=[CH:36][C:35]([NH2:38])=[CH:34][CH:33]=1)[CH2:24][C:25]1[CH:30]=[CH:29][CH:28]=[CH:27][CH:26]=1)=[O:22])[CH3:18]. (6) Given the product [Cl:8][C:6]1[CH:7]=[C:2]2[C:3]([S:9](=[O:10])(=[O:11])[NH:12][C:13]3[C:14]2=[CH:15][C:16]([C:23]([F:24])([F:26])[F:25])=[C:17]2[C:22]=3[N:21]=[CH:20][CH:19]=[CH:18]2)=[CH:4][CH:5]=1, predict the reactants needed to synthesize it. The reactants are: N[C:2]1[CH:7]=[C:6]([Cl:8])[CH:5]=[CH:4][C:3]=1[S:9]([NH:12][C:13]1[CH:14]=[CH:15][C:16]([C:23]([F:26])([F:25])[F:24])=[C:17]2[C:22]=1[N:21]=[CH:20][CH:19]=[CH:18]2)(=[O:11])=[O:10].CC(O)=O. (7) Given the product [CH3:1][O:2][C:3]1[CH:4]=[C:5]([CH:9]=[CH:10][CH:11]=1)[C:6]([N:14]([O:15][CH3:16])[CH3:13])=[O:8], predict the reactants needed to synthesize it. The reactants are: [CH3:1][O:2][C:3]1[CH:4]=[C:5]([CH:9]=[CH:10][CH:11]=1)[C:6]([OH:8])=O.Cl.[CH3:13][NH:14][O:15][CH3:16].Cl.CN(C)CCCN=C=NCC.C(=O)([O-])O.[Na+]. (8) Given the product [F:1][C:2]1([F:33])[CH2:6][CH2:5][C@@H:4]([C@@:7]([OH:32])([C:24]2[CH:25]=[CH:26][C:27]([CH2:30][OH:35])=[CH:28][CH:29]=2)[C:8]([O:10][CH:11]2[CH2:12][CH2:13][N:14]([C:17]([O:19][C:20]([CH3:23])([CH3:21])[CH3:22])=[O:18])[CH2:15][CH2:16]2)=[O:9])[CH2:3]1, predict the reactants needed to synthesize it. The reactants are: [F:1][C:2]1([F:33])[CH2:6][CH2:5][C@@H:4]([C@@:7]([OH:32])([C:24]2[CH:29]=[CH:28][C:27]([CH:30]=C)=[CH:26][CH:25]=2)[C:8]([O:10][CH:11]2[CH2:16][CH2:15][N:14]([C:17]([O:19][C:20]([CH3:23])([CH3:22])[CH3:21])=[O:18])[CH2:13][CH2:12]2)=[O:9])[CH2:3]1.S([O-])([O-])=[O:35].[Na+].[Na+]. (9) Given the product [Br:16][C:17]1[CH:18]=[C:19]([N:23]2[C:2]3=[N:3][CH:4]=[CH:5][CH:6]=[C:7]3[C:8]([C:9]([O:11][CH2:12][CH3:13])=[O:10])=[N:24]2)[CH:20]=[CH:21][CH:22]=1, predict the reactants needed to synthesize it. The reactants are: F[C:2]1[C:7]([C:8](=O)[C:9]([O:11][CH2:12][CH3:13])=[O:10])=[CH:6][CH:5]=[CH:4][N:3]=1.Cl.[Br:16][C:17]1[CH:18]=[C:19]([NH:23][NH2:24])[CH:20]=[CH:21][CH:22]=1. (10) Given the product [OH:29][NH:28][C:13](=[O:14])[CH2:12][C:8]1[CH:9]=[CH:10][CH:11]=[C:6]([O:5][CH2:4][C:3]2[C:2]([CH3:1])=[CH:19][CH:18]=[CH:17][C:16]=2[CH3:20])[CH:7]=1, predict the reactants needed to synthesize it. The reactants are: [CH3:1][C:2]1[CH:19]=[CH:18][CH:17]=[C:16]([CH3:20])[C:3]=1[CH2:4][O:5][C:6]1[CH:7]=[C:8]([CH2:12][C:13](O)=[O:14])[CH:9]=[CH:10][CH:11]=1.C(Cl)(=O)C(Cl)=O.Cl.[NH2:28][OH:29].C(N(CC)CC)C.